The task is: Predict the reactants needed to synthesize the given product.. This data is from Full USPTO retrosynthesis dataset with 1.9M reactions from patents (1976-2016). (1) Given the product [CH:1]1([CH2:4][O:5][C:6]2[N:11]=[C:10]([C:12]([N:27]3[C:30]4([CH2:33][O:32][CH2:31]4)[CH2:29][CH2:28]3)=[O:14])[CH:9]=[CH:8][C:7]=2[N:15]2[CH2:18][C:17]([F:20])([F:19])[CH2:16]2)[CH2:2][CH2:3]1, predict the reactants needed to synthesize it. The reactants are: [CH:1]1([CH2:4][O:5][C:6]2[N:11]=[C:10]([C:12]([OH:14])=O)[CH:9]=[CH:8][C:7]=2[N:15]2[CH2:18][C:17]([F:20])([F:19])[CH2:16]2)[CH2:3][CH2:2]1.C(O)(=O)C(O)=O.[NH:27]1[C:30]2([CH2:33][O:32][CH2:31]2)[CH2:29][CH2:28]1.CN(C(ON1N=NC2C=CC=CC1=2)=[N+](C)C)C.[B-](F)(F)(F)F.CCN(C(C)C)C(C)C. (2) Given the product [Cl:1][C:2]1[CH:3]=[C:4]2[NH:25][C:24]([O:34][C@@H:35]3[CH2:36][C@H:37]([OH:38])[C@@H:42]([CH2:41][OH:40])[O:43][CH2:44]3)=[N:23][C:5]2=[N:6][C:7]=1[C:8]1[CH:9]=[CH:10][C:11]([C:66]2[CH:67]=[CH:68][C:69]([NH:53][C:56](=[O:76])[O:78][CH3:77])=[CH:70][CH:71]=2)=[CH:12][CH:13]=1, predict the reactants needed to synthesize it. The reactants are: [Cl:1][C:2]1[CH:3]=[C:4]2[N:25](COCC[Si](C)(C)C)[C:24]([O:34][C@H:35]3[CH2:44][O:43][C@H:42]4[C@@H:37]([O:38]C(C5C=CC=CC=5)[O:40][CH2:41]4)[CH2:36]3)=[N:23][C:5]2=[N:6][C:7]=1[C:8]1[CH:13]=[CH:12][C:11](C2C=CC(C(O)=O)=CC=2)=[CH:10][CH:9]=1.C([N:53]([CH2:56]C)CC)C.[CH:66]1[CH:71]=[CH:70][C:69](P(N=[N+]=[N-])([C:66]2[CH:67]=[CH:68][CH:69]=[CH:70][CH:71]=2)=O)=[CH:68][CH:67]=1.C[OH:76].[C:77](=O)(O)[O-:78].[Na+]. (3) Given the product [CH3:21][N:19]([CH2:18][C:17]([N:5]1[C:6]2[C:11](=[CH:10][C:9]([O:12][CH3:13])=[C:8]([NH2:14])[CH:7]=2)[C:2]([CH3:23])([CH3:1])[CH2:3][CH2:4]1)=[O:22])[CH3:20], predict the reactants needed to synthesize it. The reactants are: [CH3:1][C:2]1([CH3:23])[C:11]2[C:6](=[CH:7][C:8]([N+:14]([O-])=O)=[C:9]([O:12][CH3:13])[CH:10]=2)[N:5]([C:17](=[O:22])[CH2:18][N:19]([CH3:21])[CH3:20])[CH2:4][CH2:3]1.CO.[H][H]. (4) Given the product [CH2:38]([N:30]([CH2:28][CH3:29])[C:31]1[CH:36]=[CH:35][C:34]([NH:16][CH2:17][C:18]([N:20]([CH3:22])[CH3:21])=[O:19])=[CH:33][CH:32]=1)[CH3:39].[CH2:11]1[C:12]2[C:7](=[CH:6][CH:5]=[CH:4][CH:3]=2)[CH2:8][CH2:9][C:10]1([C:13]([NH2:30])=[O:15])[C:18]([NH2:20])=[O:19], predict the reactants needed to synthesize it. The reactants are: CO[C:3]1[CH:4]=[CH:5][CH:6]=[C:7]2[C:12]=1[CH2:11][CH:10]([C:13]([OH:15])=O)[CH2:9][CH2:8]2.[NH2:16][CH2:17][C:18]([N:20]([CH3:22])[CH3:21])=[O:19].S(O)(O)(=O)=O.[CH2:28]([N:30]([CH2:38][CH3:39])[C:31]1[CH:36]=[CH:35][CH:34]=[CH:33][C:32]=1N)[CH3:29]. (5) Given the product [NH2:23][C@:24]([CH3:30])([CH2:28][CH3:29])[C:25]([NH:21][C:18]1[CH:19]=[N:20][C:15]([O:14][C:10]2[C:5]3[C:6]([CH3:8])([CH3:9])[O:7][C:2]([CH3:1])=[N:3][C:4]=3[CH:13]=[CH:12][CH:11]=2)=[CH:16][CH:17]=1)=[O:26], predict the reactants needed to synthesize it. The reactants are: [CH3:1][C:2]1[O:7][C:6]([CH3:9])([CH3:8])[C:5]2[C:10]([O:14][C:15]3[N:20]=[CH:19][C:18]([NH2:21])=[CH:17][CH:16]=3)=[CH:11][CH:12]=[CH:13][C:4]=2[N:3]=1.Cl.[NH2:23][C@:24]([CH3:30])([CH2:28][CH3:29])[C:25](O)=[O:26].C(P1(=O)OP(CCC)(=O)OP(CCC)(=O)O1)CC. (6) Given the product [ClH:4].[NH2:5][CH:6]1[CH:13]2[CH2:14][C:9]3([C:16]([OH:18])=[O:17])[CH2:10][CH:11]([CH2:15][CH:7]1[CH2:8]3)[CH2:12]2, predict the reactants needed to synthesize it. The reactants are: C([Cl:4])(C)=O.[NH2:5][CH:6]1[CH:13]2[CH2:14][C:9]3([C:16]([OH:18])=[O:17])[CH2:10][CH:11]([CH2:15][CH:7]1[CH2:8]3)[CH2:12]2. (7) The reactants are: [Si]([O:8][C@H:9]1[CH2:14][CH2:13][C@H:12]([N:15]2[CH:19]=[C:18](B3OC(C)(C)C(C)(C)O3)[CH:17]=[N:16]2)[CH2:11][CH2:10]1)(C(C)(C)C)(C)C.Br[C:30]1[CH:31]=[C:32]2[C:38]([C@@H:39]([C:41]3[C:46]([O:47][CH3:48])=[CH:45][CH:44]=[C:43]([F:49])[C:42]=3[Cl:50])[CH3:40])=[N:37][NH:36][C:33]2=[N:34][CH:35]=1.C(=O)([O-])[O-].[K+].[K+]. Given the product [Cl:50][C:42]1[C:43]([F:49])=[CH:44][CH:45]=[C:46]([O:47][CH3:48])[C:41]=1[C@H:39]([C:38]1[C:32]2[C:33](=[N:34][CH:35]=[C:30]([C:18]3[CH:17]=[N:16][N:15]([C@H:12]4[CH2:11][CH2:10][C@H:9]([OH:8])[CH2:14][CH2:13]4)[CH:19]=3)[CH:31]=2)[NH:36][N:37]=1)[CH3:40], predict the reactants needed to synthesize it. (8) Given the product [C:1]([O:5][C:6]([N:8]1[CH2:13][C@H:12]([CH2:14][N:15]2[CH2:19][CH2:18][CH2:17][C:16]2=[O:20])[NH:11][CH2:10][C@H:9]1[CH3:28])=[O:7])([CH3:4])([CH3:2])[CH3:3], predict the reactants needed to synthesize it. The reactants are: [C:1]([O:5][C:6]([N:8]1[CH2:13][C@H:12]([CH2:14][N:15]2[CH2:19][CH2:18][CH2:17][C:16]2=[O:20])[N:11](CC2C=CC=CC=2)[CH2:10][C@H:9]1[CH3:28])=[O:7])([CH3:4])([CH3:3])[CH3:2]. (9) Given the product [ClH:38].[CH3:1][NH:2][CH2:10][C:11]1[O:12][C:13]([C:25]2[CH:30]=[CH:29][CH:28]=[CH:27][C:26]=2[CH3:31])=[C:14]([S:16]([C:19]2[CH:24]=[CH:23][CH:22]=[CH:21][CH:20]=2)(=[O:18])=[O:17])[CH:15]=1, predict the reactants needed to synthesize it. The reactants are: [CH3:1][N:2]([CH2:10][C:11]1[O:12][C:13]([C:25]2[CH:30]=[CH:29][CH:28]=[CH:27][C:26]=2[CH3:31])=[C:14]([S:16]([C:19]2[CH:24]=[CH:23][CH:22]=[CH:21][CH:20]=2)(=[O:18])=[O:17])[CH:15]=1)C(=O)OC(C)(C)C.C(OCC)(=O)C.[ClH:38].